Dataset: Full USPTO retrosynthesis dataset with 1.9M reactions from patents (1976-2016). Task: Predict the reactants needed to synthesize the given product. Given the product [NH2:1][C:2]1[N:7]=[CH:6][N:5]=[C:4]([NH:8][C@H:9]([C:11]2[N:16]([C:17]3[CH:22]=[CH:21][CH:20]=[CH:19][CH:18]=3)[C:15](=[O:23])[C:14]3=[C:24]([CH3:27])[CH:25]=[CH:26][N:13]3[N:12]=2)[CH3:10])[C:3]=1[C:37]1[CH:38]=[N:39][N:40]([CH2:42][CH2:43][OH:44])[CH:41]=1, predict the reactants needed to synthesize it. The reactants are: [NH2:1][C:2]1[N:7]=[CH:6][N:5]=[C:4]([NH:8][C@H:9]([C:11]2[N:16]([C:17]3[CH:22]=[CH:21][CH:20]=[CH:19][CH:18]=3)[C:15](=[O:23])[C:14]3=[C:24]([CH3:27])[CH:25]=[CH:26][N:13]3[N:12]=2)[CH3:10])[C:3]=1I.CC1(C)C(C)(C)OB([C:37]2[CH:38]=[N:39][N:40]([CH2:42][CH2:43][OH:44])[CH:41]=2)O1.C(=O)([O-])[O-].[Na+].[Na+].